From a dataset of Full USPTO retrosynthesis dataset with 1.9M reactions from patents (1976-2016). Predict the reactants needed to synthesize the given product. (1) Given the product [CH2:1]([O:3][C:4]1[CH:5]=[C:6]([C@@H:12]([OH:18])[CH2:13][S:14]([CH3:17])(=[O:16])=[O:15])[CH:7]=[CH:8][C:9]=1[O:10][CH3:11])[CH3:2], predict the reactants needed to synthesize it. The reactants are: [CH2:1]([O:3][C:4]1[CH:5]=[C:6]([C:12](=[O:18])[CH2:13][S:14]([CH3:17])(=[O:16])=[O:15])[CH:7]=[CH:8][C:9]=1[O:10][CH3:11])[CH3:2]. (2) The reactants are: O[C@@H](C1C=CC=CC=1)[C@@H](N(C)[C:6](=[O:18])[C@H:7]([NH2:17])[CH2:8][CH2:9][CH2:10][C:11]1[CH:16]=[CH:15][CH:14]=[CH:13][CH:12]=1)C.[OH2:26]. Given the product [NH2:17][C@H:7]([CH2:8][CH2:9][CH2:10][C:11]1[CH:12]=[CH:13][CH:14]=[CH:15][CH:16]=1)[C:6]([OH:18])=[O:26], predict the reactants needed to synthesize it. (3) Given the product [Cl:40][C:11]1[C:10]2[NH:9][C:8](=[O:13])[C:7]3[S:14][CH:15]=[CH:16][C:6]=3[C:5]=2[C:4]([C:17]2[CH:22]=[CH:21][C:20]([C@H:23]([NH:25][C:26](=[O:32])[O:27][C:28]([CH3:31])([CH3:30])[CH3:29])[CH3:24])=[CH:19][CH:18]=2)=[C:3]([O:2][CH3:1])[CH:12]=1, predict the reactants needed to synthesize it. The reactants are: [CH3:1][O:2][C:3]1[CH:12]=[CH:11][C:10]2[NH:9][C:8](=[O:13])[C:7]3[S:14][CH:15]=[CH:16][C:6]=3[C:5]=2[C:4]=1[C:17]1[CH:22]=[CH:21][C:20]([C@H:23]([NH:25][C:26](=[O:32])[O:27][C:28]([CH3:31])([CH3:30])[CH3:29])[CH3:24])=[CH:19][CH:18]=1.C1C(=O)N([Cl:40])C(=O)C1. (4) Given the product [Cl:20][C:21]1[CH:30]=[C:29]([C:31]([NH:33][N:34]=[C:17]([C:14]2[C:15]([OH:16])=[C:11]([C:8]3[CH:9]=[CH:10][C:5]([C:1]([CH3:4])([CH3:3])[CH3:2])=[CH:6][CH:7]=3)[S:12][CH:13]=2)[CH3:19])=[O:32])[CH:28]=[CH:27][C:22]=1[C:23]([O:25][CH3:26])=[O:24], predict the reactants needed to synthesize it. The reactants are: [C:1]([C:5]1[CH:10]=[CH:9][C:8]([C:11]2[S:12][CH:13]=[C:14]([C:17]([CH3:19])=O)[C:15]=2[OH:16])=[CH:7][CH:6]=1)([CH3:4])([CH3:3])[CH3:2].[Cl:20][C:21]1[CH:30]=[C:29]([C:31]([NH:33][NH2:34])=[O:32])[CH:28]=[CH:27][C:22]=1[C:23]([O:25][CH3:26])=[O:24]. (5) Given the product [Cl:1][C:2]1[CH:7]=[C:6]([CH:5]=[CH:4][C:3]=1[O:11][CH2:12][CH:13]1[CH2:14][CH2:15]1)[NH2:8], predict the reactants needed to synthesize it. The reactants are: [Cl:1][C:2]1[CH:7]=[C:6]([N+:8]([O-])=O)[CH:5]=[CH:4][C:3]=1[O:11][CH2:12][CH:13]1[CH2:15][CH2:14]1.[Cl-].[Ca+2].[Cl-]. (6) Given the product [F:16][C:14]1[C:13](=[O:17])[N:12]([CH2:18]/[CH:19]=[C:20](\[CH3:32])/[CH2:21][CH2:22]/[CH:23]=[C:24](\[CH3:31])/[CH2:25][CH2:26][CH:27]=[C:28]([CH3:29])[CH3:30])[C:11](=[O:33])[N:10]([C@H:3]2[C@H:2]3[C@H:6]([O:7][C:34]([CH3:39])([CH3:35])[O:1]3)[C@@H:5]([CH2:8][OH:9])[O:4]2)[CH:15]=1, predict the reactants needed to synthesize it. The reactants are: [OH:1][C@@H:2]1[C@H:6]([OH:7])[C@@H:5]([CH2:8][OH:9])[O:4][C@H:3]1[N:10]1[CH:15]=[C:14]([F:16])[C:13](=[O:17])[N:12]([CH2:18]/[CH:19]=[C:20](\[CH3:32])/[CH2:21][CH2:22]/[CH:23]=[C:24](\[CH3:31])/[CH2:25][CH2:26][CH:27]=[C:28]([CH3:30])[CH3:29])[C:11]1=[O:33].[C:34]1(C)[CH:39]=CC(S(O)(=O)=O)=C[CH:35]=1. (7) Given the product [OH:8][CH2:7][C:6]1[CH:5]=[CH:4][C:3]([CH2:2][CH2:1][C:11]2[CH:12]=[CH:13][C:14]([CH2:15][OH:16])=[CH:17][CH:18]=2)=[CH:10][CH:9]=1, predict the reactants needed to synthesize it. The reactants are: [CH2:1]([C:11]1[CH:18]=[CH:17][C:14]([CH:15]=[O:16])=[CH:13][CH:12]=1)[CH2:2][C:3]1[CH:10]=[CH:9][C:6]([CH:7]=[O:8])=[CH:5][CH:4]=1.[BH4-].[Na+]. (8) Given the product [ClH:1].[F:24][C:21]1[CH:22]=[CH:23][C:18]([CH2:17][NH:16][C:14]2[N:13]([CH3:25])[C:12]3[CH:26]=[CH:27][C:9]([N:8]([CH3:28])[C:6]4[CH:5]=[CH:4][N:3]=[C:2]([NH:29][C:30]5[CH:31]=[CH:32][C:33]([CH3:40])=[C:34]([S:36]([NH2:39])(=[O:37])=[O:38])[CH:35]=5)[N:7]=4)=[CH:10][C:11]=3[N:15]=2)=[CH:19][CH:20]=1, predict the reactants needed to synthesize it. The reactants are: [Cl:1][C:2]1[N:7]=[C:6]([N:8]([CH3:28])[C:9]2[CH:27]=[CH:26][C:12]3[N:13]([CH3:25])[C:14]([NH:16][CH2:17][C:18]4[CH:23]=[CH:22][C:21]([F:24])=[CH:20][CH:19]=4)=[N:15][C:11]=3[CH:10]=2)[CH:5]=[CH:4][N:3]=1.[NH2:29][C:30]1[CH:31]=[CH:32][C:33]([CH3:40])=[C:34]([S:36]([NH2:39])(=[O:38])=[O:37])[CH:35]=1.